From a dataset of NCI-60 drug combinations with 297,098 pairs across 59 cell lines. Regression. Given two drug SMILES strings and cell line genomic features, predict the synergy score measuring deviation from expected non-interaction effect. Drug 1: CCC(=C(C1=CC=CC=C1)C2=CC=C(C=C2)OCCN(C)C)C3=CC=CC=C3.C(C(=O)O)C(CC(=O)O)(C(=O)O)O. Drug 2: CC1C(C(CC(O1)OC2CC(OC(C2O)C)OC3=CC4=CC5=C(C(=O)C(C(C5)C(C(=O)C(C(C)O)O)OC)OC6CC(C(C(O6)C)O)OC7CC(C(C(O7)C)O)OC8CC(C(C(O8)C)O)(C)O)C(=C4C(=C3C)O)O)O)O. Cell line: PC-3. Synergy scores: CSS=47.3, Synergy_ZIP=0.113, Synergy_Bliss=3.75, Synergy_Loewe=3.58, Synergy_HSA=3.80.